From a dataset of Forward reaction prediction with 1.9M reactions from USPTO patents (1976-2016). Predict the product of the given reaction. (1) Given the reactants [Na].CO[C:4](=O)[C:5]([CH:8]([O:11]C)[O:9][CH3:10])=[CH:6]O.Cl.[CH2:15]([O:18][C:19]1[CH:24]=[CH:23][C:22]([C:25](=[NH:27])[NH2:26])=[C:21]([C:28]([F:31])([F:30])[F:29])[CH:20]=1)[CH2:16][CH3:17].O, predict the reaction product. The product is: [CH2:15]([O:18][C:19]1[CH:24]=[CH:23][C:22]([C:25]2[N:26]=[CH:4][C:5]([C:8]([O:9][CH3:10])=[O:11])=[CH:6][N:27]=2)=[C:21]([C:28]([F:29])([F:30])[F:31])[CH:20]=1)[CH2:16][CH3:17]. (2) Given the reactants [Br:1][C:2]1[CH:3]=[C:4]([C:8](=[CH2:11])[CH2:9][OH:10])[CH:5]=[N:6][CH:7]=1.[OH-:12].[Na+].OO, predict the reaction product. The product is: [Br:1][C:2]1[CH:3]=[C:4]([CH:8]([CH2:11][OH:12])[CH2:9][OH:10])[CH:5]=[N:6][CH:7]=1.